From a dataset of CYP2C9 inhibition data for predicting drug metabolism from PubChem BioAssay. Regression/Classification. Given a drug SMILES string, predict its absorption, distribution, metabolism, or excretion properties. Task type varies by dataset: regression for continuous measurements (e.g., permeability, clearance, half-life) or binary classification for categorical outcomes (e.g., BBB penetration, CYP inhibition). Dataset: cyp2c9_veith. The drug is COc1cc(C2C(C(=O)c3ccc(C)o3)=C(O)C(=O)N2CCc2ccccc2)ccc1O. The result is 1 (inhibitor).